This data is from Catalyst prediction with 721,799 reactions and 888 catalyst types from USPTO. The task is: Predict which catalyst facilitates the given reaction. Reactant: C([O:5][C:6](=[O:40])[CH2:7][O:8][C:9]1[CH:14]=[CH:13][C:12]([CH2:15][NH:16][C:17]2[CH:18]=[C:19]3[C:24](=[CH:25][CH:26]=2)[N:23]=[CH:22][C:21]([C:27]#[N:28])=[C:20]3[NH:29][C:30]2[CH:35]=[CH:34][C:33]([F:36])=[C:32]([Cl:37])[CH:31]=2)=[CH:11][C:10]=1[C:38]#[N:39])(C)(C)C.O.O.O.O.O.O.O.[Cl-].[Ce+3].[Cl-].[Cl-].[I-].[K+]. Product: [Cl:37][C:32]1[CH:31]=[C:30]([NH:29][C:20]2[C:19]3[C:24](=[CH:25][CH:26]=[C:17]([NH:16][CH2:15][C:12]4[CH:13]=[CH:14][C:9]([O:8][CH2:7][C:6]([OH:40])=[O:5])=[C:10]([C:38]#[N:39])[CH:11]=4)[CH:18]=3)[N:23]=[CH:22][C:21]=2[C:27]#[N:28])[CH:35]=[CH:34][C:33]=1[F:36]. The catalyst class is: 10.